From a dataset of Forward reaction prediction with 1.9M reactions from USPTO patents (1976-2016). Predict the product of the given reaction. The product is: [CH3:52][C:51]1([CH3:56])[C:79]2[CH:80]=[C:81]([NH2:77])[CH:2]=[CH:3][C:78]=2[C:33]([C:34]2[CH:22]=[CH:23][C:24]([NH2:25])=[CH:36][CH:35]=2)([CH3:38])[CH2:31]1.[CH:45]1[C:40]([C:78]([C:79]2[CH:80]=[CH:81][C:70]3[C:69]([O:72][C:73](=[O:75])[C:74]=3[CH:16]=2)=[O:71])=[O:82])=[CH:41][C:42]2[C:49]([O:48][C:46](=[O:47])[C:43]=2[CH:44]=1)=[O:50]. Given the reactants N[CH2:2][CH2:3]CCCCCCCCCCN.N[CH2:16]CC[Si](C)(C)O[Si](C)(C)[CH2:22][CH2:23][CH2:24][NH2:25].C[C:31]([C:51]1[CH:56]=CC(OC2C=CC3C(OC(=O)C=3C=2)=O)=C[CH:52]=1)([C:33]1[CH:38]=C[C:36](O[C:40]2[CH:45]=[CH:44][C:43]3[C:46]([O:48][C:49](=[O:50])[C:42]=3[CH:41]=2)=[O:47])=[CH:35][CH:34]=1)C.[C:69]([O:72][C:73](=[O:75])[CH3:74])(=[O:71])[CH3:70].C[N:77]1[CH2:81][CH2:80][CH2:79][C:78]1=[O:82], predict the reaction product.